This data is from CYP1A2 inhibition data for predicting drug metabolism from PubChem BioAssay. The task is: Regression/Classification. Given a drug SMILES string, predict its absorption, distribution, metabolism, or excretion properties. Task type varies by dataset: regression for continuous measurements (e.g., permeability, clearance, half-life) or binary classification for categorical outcomes (e.g., BBB penetration, CYP inhibition). Dataset: cyp1a2_veith. (1) The molecule is O=C(Nc1cccc(-c2cn3cccnc3n2)c1)c1ccco1. The result is 1 (inhibitor). (2) The molecule is Cc1ccc(NC(=S)NCCN2CCOCC2)cc1C. The result is 0 (non-inhibitor). (3) The compound is O=C(C1CCCCC1)N1CC(=O)N2CCc3ccccc3[C@@H]2C1. The result is 1 (inhibitor). (4) The compound is CC1CCN(CC(=O)Nc2cccc([N+](=O)[O-])c2)CC1. The result is 0 (non-inhibitor). (5) The compound is O=C(NC1CCCCC1)C(Cc1ccccc1)N1C(=O)C2C3CCC(C3)C2C1=O. The result is 0 (non-inhibitor). (6) The molecule is COCCOC(=O)C1=C(C)NC(C)=C(C(=O)OC(C)C)[C@H]1c1cccc([N+](=O)[O-])c1. The result is 1 (inhibitor). (7) The compound is Cc1ccc(-c2cnn(-c3cccc(C(F)(F)F)c3)c2N)cc1. The result is 1 (inhibitor).